This data is from Reaction yield outcomes from USPTO patents with 853,638 reactions. The task is: Predict the reaction yield, written as a fraction of the theoretical maximum amount of product (1.0 means a 100% yield; for example, 0.34 means a 34% yield). (1) The reactants are [Cl:1][C:2]1[CH:3]=[C:4]([CH:15]=[CH:16][CH:17]=1)[CH2:5][NH:6][C:7]1[CH:8]=[C:9]([CH2:13][OH:14])[N:10]([CH3:12])[N:11]=1. The catalyst is [O-2].[Mn+4].[O-2].ClCCl. The product is [Cl:1][C:2]1[CH:3]=[C:4]([CH:15]=[CH:16][CH:17]=1)[CH2:5][NH:6][C:7]1[CH:8]=[C:9]([CH:13]=[O:14])[N:10]([CH3:12])[N:11]=1. The yield is 0.600. (2) The reactants are [C:1]([C@H:4]1[CH2:9][CH2:8][C@H:7]([CH2:10][N:11]2[CH2:19][C:18]3[C:13](=[C:14]([F:21])[C:15]([OH:20])=[CH:16][CH:17]=3)[C:12]2=[O:22])[CH2:6][CH2:5]1)(=[O:3])[CH3:2].[BH4-].[Na+]. The catalyst is C(O)C. The product is [F:21][C:14]1[C:15]([OH:20])=[CH:16][CH:17]=[C:18]2[C:13]=1[C:12](=[O:22])[N:11]([CH2:10][C@H:7]1[CH2:8][CH2:9][C@H:4]([CH:1]([OH:3])[CH3:2])[CH2:5][CH2:6]1)[CH2:19]2. The yield is 1.00. (3) The reactants are C(OC([N:8]1[CH2:11][CH:10]([N:12]2[CH2:15][CH:14]([F:16])[CH2:13]2)[CH2:9]1)=O)(C)(C)C. The catalyst is C(Cl)Cl.C(O)(C(F)(F)F)=O. The product is [F:16][CH:14]1[CH2:15][N:12]([CH:10]2[CH2:11][NH:8][CH2:9]2)[CH2:13]1. The yield is 0.940. (4) The reactants are [NH2:1][C:2]1[CH:9]=[C:8]([Cl:10])[C:7]([F:11])=[CH:6][C:3]=1[CH:4]=O.N[C:13]([NH2:15])=O.P(Cl)(Cl)([Cl:18])=O. The catalyst is CCOC(C)=O.O. The product is [Cl:18][C:13]1[N:15]=[CH:4][C:3]2[C:2](=[CH:9][C:8]([Cl:10])=[C:7]([F:11])[CH:6]=2)[N:1]=1. The yield is 0.120. (5) The reactants are Br[C:2]1[CH:3]=[C:4]([NH:10][C:11]2[CH:16]=[CH:15][C:14]([CH:17]3[CH2:22][CH2:21][N:20]([CH3:23])[CH2:19][CH2:18]3)=[CH:13][N:12]=2)[C:5](=[O:9])[N:6]([CH3:8])[CH:7]=1.[C:24]([O:27][CH2:28][C:29]1[C:30]([N:44]2[CH2:56][CH2:55][N:47]3[C:48]4[CH2:49][CH2:50][CH2:51][CH2:52][C:53]=4[CH:54]=[C:46]3[C:45]2=[O:57])=[N:31][CH:32]=[CH:33][C:34]=1B1OC(C)(C)C(C)(C)O1)(=[O:26])[CH3:25].[O-]P([O-])([O-])=O.[K+].[K+].[K+].O.O.O.[C:69]([O-])(=O)C.[Na+]. The catalyst is C1C=CC(P(C2C=CC=CC=2)[C-]2C=CC=C2)=CC=1.C1C=CC(P(C2C=CC=CC=2)[C-]2C=CC=C2)=CC=1.Cl[Pd]Cl.[Fe+2].C(#N)C.O. The product is [C:24]([O:27][CH2:28][C:29]1[C:30]([N:44]2[CH2:56][CH2:55][N:47]3[C:48]4[CH2:49][CH2:50][CH2:51][CH2:52][C:53]=4[CH:54]=[C:46]3[C:45]2=[O:57])=[N:31][CH:32]=[CH:33][C:34]=1[C:2]1[CH:3]=[C:4]([NH:10][C:11]2[CH:16]=[CH:15][C:14]([CH:17]3[CH2:22][CH2:21][N:20]([CH3:23])[CH2:19][CH2:18]3)=[CH:13][N:12]=2)[C:5](=[O:9])[N:6]([CH2:8][CH3:69])[CH:7]=1)(=[O:26])[CH3:25]. The yield is 0.550. (6) The product is [C:7]([OH:19])(=[O:18])[CH2:8][CH2:9][CH2:10][CH2:11][CH2:12][CH2:13][CH2:14][CH2:15][CH:16]=[CH2:17].[CH2:1]=[CH:2][CH2:3][CH2:4][CH2:5][CH3:6]. The reactants are [CH2:1]=[CH:2][CH2:3][CH2:4][CH2:5][CH3:6].[C:7]([OH:19])(=[O:18])[CH2:8][CH2:9][CH2:10][CH2:11][CH2:12][CH2:13][CH2:14][CH2:15][CH:16]=[CH2:17]. No catalyst specified. The yield is 0.250. (7) The reactants are Cl[C:2]1[CH:7]=[CH:6][CH:5]=[C:4]([N:8]2[C:12]([CH3:13])=[CH:11][CH:10]=[C:9]2[CH3:14])[N:3]=1.C([Sn](CCCC)(CCCC)[C:20]1[CH:25]=[CH:24][CH:23]=[CH:22][CH:21]=1)CCC. The catalyst is C1(C)C=CC=CC=1.[Pd].C1(P(C2C=CC=CC=2)C2C=CC=CC=2)C=CC=CC=1.C1(P(C2C=CC=CC=2)C2C=CC=CC=2)C=CC=CC=1.C1(P(C2C=CC=CC=2)C2C=CC=CC=2)C=CC=CC=1.C1(P(C2C=CC=CC=2)C2C=CC=CC=2)C=CC=CC=1. The product is [CH3:14][C:9]1[N:8]([C:4]2[CH:5]=[CH:6][CH:7]=[C:2]([C:20]3[CH:25]=[CH:24][CH:23]=[CH:22][CH:21]=3)[N:3]=2)[C:12]([CH3:13])=[CH:11][CH:10]=1. The yield is 0.880. (8) The reactants are [NH2:1][C:2]1[N:6]([C:7]2[CH:14]=[CH:13][C:10]([C:11]#[N:12])=[CH:9][CH:8]=2)[N:5]=[C:4]([C:15]([CH3:18])([CH3:17])[CH3:16])[CH:3]=1.C(=O)([O-])[O-].[K+].[K+].Cl[C:26]([O:28][C:29]1[CH:34]=[CH:33][CH:32]=[CH:31][CH:30]=1)=[O:27]. The catalyst is C(Cl)Cl. The product is [C:15]([C:4]1[CH:3]=[C:2]([NH:1][C:26](=[O:27])[O:28][C:29]2[CH:34]=[CH:33][CH:32]=[CH:31][CH:30]=2)[N:6]([C:7]2[CH:14]=[CH:13][C:10]([C:11]#[N:12])=[CH:9][CH:8]=2)[N:5]=1)([CH3:18])([CH3:17])[CH3:16]. The yield is 0.610. (9) The reactants are [NH:1]1[CH2:6][CH2:5][CH2:4][CH2:3][CH:2]1[CH2:7][CH2:8][O:9][C:10]1[CH:11]=[C:12]([C:16]2[C:24]3[C:19](=[CH:20][CH:21]=[C:22]([C:25]([NH2:27])=[O:26])[CH:23]=3)[N:18](C3CCCCO3)[N:17]=2)[CH:13]=[CH:14][CH:15]=1. The catalyst is Cl.O1CCOCC1. The product is [NH:1]1[CH2:6][CH2:5][CH2:4][CH2:3][CH:2]1[CH2:7][CH2:8][O:9][C:10]1[CH:11]=[C:12]([C:16]2[C:24]3[C:19](=[CH:20][CH:21]=[C:22]([C:25]([NH2:27])=[O:26])[CH:23]=3)[NH:18][N:17]=2)[CH:13]=[CH:14][CH:15]=1. The yield is 0.130. (10) The reactants are [N+:1]([O-:4])(O)=[O:2].[CH3:5][C:6]1[C:15]2[C:10](=[CH:11][CH:12]=[CH:13][CH:14]=2)[CH:9]=[CH:8][CH:7]=1. The catalyst is O. The product is [CH3:5][C:6]1[C:15]2[C:10](=[CH:11][CH:12]=[CH:13][CH:14]=2)[C:9]([N+:1]([O-:4])=[O:2])=[CH:8][CH:7]=1. The yield is 0.720.